This data is from Catalyst prediction with 721,799 reactions and 888 catalyst types from USPTO. The task is: Predict which catalyst facilitates the given reaction. (1) Product: [NH2:1][C:2]1[CH:7]=[C:6]([CH3:8])[N:5]=[C:4]([CH3:9])[C:3]=1[CH:10]=[O:11]. Reactant: [NH2:1][C:2]1[CH:7]=[C:6]([CH3:8])[N:5]=[C:4]([CH3:9])[C:3]=1[CH2:10][OH:11]. The catalyst class is: 661. (2) Reactant: [OH:1][C:2]1[CH:7]=[C:6]([OH:8])[CH:5]=[CH:4][C:3]=1[C:9](=[O:18])[CH2:10][C:11]1[CH:16]=[CH:15][C:14]([OH:17])=[CH:13][CH:12]=1.[C:19](O[C:19](=O)[CH2:20][CH2:21][CH2:22][CH3:23])(=O)[CH2:20][CH2:21][CH2:22][CH3:23].O.Cl. Product: [CH2:20]([C:19]1[O:1][C:2]2[C:3]([C:9](=[O:18])[C:10]=1[C:11]1[CH:16]=[CH:15][C:14]([OH:17])=[CH:13][CH:12]=1)=[CH:4][CH:5]=[C:6]([OH:8])[CH:7]=2)[CH2:21][CH2:22][CH3:23]. The catalyst class is: 66. (3) Reactant: [F:1][C:2]([F:30])([F:29])[C:3]1[CH:4]=[C:5]([NH:9][C:10]([C:12]2[C:16]3[CH:17]=[CH:18][C:19]([O:21][C:22]4[CH:27]=[CH:26][N:25]=[C:24](Cl)[N:23]=4)=[CH:20][C:15]=3[O:14][N:13]=2)=[O:11])[CH:6]=[CH:7][CH:8]=1.[CH3:31][NH2:32]. Product: [F:1][C:2]([F:30])([F:29])[C:3]1[CH:4]=[C:5]([NH:9][C:10]([C:12]2[C:16]3[CH:17]=[CH:18][C:19]([O:21][C:22]4[CH:27]=[CH:26][N:25]=[C:24]([NH:32][CH3:31])[N:23]=4)=[CH:20][C:15]=3[O:14][N:13]=2)=[O:11])[CH:6]=[CH:7][CH:8]=1. The catalyst class is: 249. (4) Product: [CH3:35][C:36]1[O:40][C:39]([C:41]2[CH:46]=[CH:45][C:44]([CH3:47])=[CH:43][CH:42]=2)=[N:38][C:37]=1[CH2:48][O:8][CH2:9][C@@H:10]1[CH2:15][CH2:14][CH2:13][C@H:12]([CH2:16][O:17][C:18]([CH3:26])([CH3:27])[C:19]([OH:21])=[O:20])[CH2:11]1. The catalyst class is: 10. Reactant: [Si]([O:8][CH2:9][C@@H:10]1[CH2:15][CH2:14][CH2:13][C@H:12]([CH2:16][O:17][C:18]([CH3:27])([CH3:26])[C:19]([O:21]C(C)(C)C)=[O:20])[CH2:11]1)(C(C)(C)C)(C)C.[SiH](CC)(CC)CC.[CH3:35][C:36]1[O:40][C:39]([C:41]2[CH:46]=[CH:45][C:44]([CH3:47])=[CH:43][CH:42]=2)=[N:38][C:37]=1[CH:48]=O. (5) Reactant: [N+:1]([C:4]1[CH:5]=[C:6]([OH:14])[CH:7]=[C:8]([C:10]([F:13])([F:12])[F:11])[CH:9]=1)([O-])=O.[H][H]. Product: [NH2:1][C:4]1[CH:5]=[C:6]([OH:14])[CH:7]=[C:8]([C:10]([F:11])([F:12])[F:13])[CH:9]=1. The catalyst class is: 94. (6) Reactant: [F:1][C:2]1[CH:7]=[CH:6][C:5]([CH:8]([OH:26])[CH:9]([CH2:15][C:16]2[CH:21]=[CH:20][C:19]([C:22]([F:25])([F:24])[F:23])=[CH:18][CH:17]=2)[C:10]([O:12]CC)=[O:11])=[CH:4][CH:3]=1.[OH-].[Na+]. Product: [F:1][C:2]1[CH:3]=[CH:4][C:5]([CH:8]([OH:26])[CH:9]([CH2:15][C:16]2[CH:21]=[CH:20][C:19]([C:22]([F:24])([F:25])[F:23])=[CH:18][CH:17]=2)[C:10]([OH:12])=[O:11])=[CH:6][CH:7]=1. The catalyst class is: 5.